Dataset: Peptide-MHC class II binding affinity with 134,281 pairs from IEDB. Task: Regression. Given a peptide amino acid sequence and an MHC pseudo amino acid sequence, predict their binding affinity value. This is MHC class II binding data. (1) The peptide sequence is HGSEPCIIHRGKPFQLEAV. The MHC is HLA-DPA10103-DPB10401 with pseudo-sequence HLA-DPA10103-DPB10401. The binding affinity (normalized) is 0.257. (2) The peptide sequence is GELQIVDKIHAAFKI. The MHC is DRB1_1201 with pseudo-sequence DRB1_1201. The binding affinity (normalized) is 0.674. (3) The peptide sequence is SHDLELSWNLNGLQAY. The MHC is DRB1_1302 with pseudo-sequence DRB1_1302. The binding affinity (normalized) is 0.660.